Dataset: Reaction yield outcomes from USPTO patents with 853,638 reactions. Task: Predict the reaction yield, written as a fraction of the theoretical maximum amount of product (1.0 means a 100% yield; for example, 0.34 means a 34% yield). (1) The reactants are Cl.[CH3:2][N:3]1[C:11]2[C:6](=[N:7][C:8]([C@@H:18]([NH2:20])[CH3:19])=[C:9]([C:12]3[N:16]([CH3:17])[N:15]=[CH:14][CH:13]=3)[CH:10]=2)[CH:5]=[CH:4]1.[Cl:21][C:22]1[C:23]([NH2:30])=[N:24][C:25]([NH2:29])=[N:26][C:27]=1Cl.C(N(C(C)C)C(C)C)C. The catalyst is C(#N)C. The product is [Cl:21][C:22]1[C:27]([NH:20][C@H:18]([C:8]2[N:7]=[C:6]3[CH:5]=[CH:4][N:3]([CH3:2])[C:11]3=[CH:10][C:9]=2[C:12]2[N:16]([CH3:17])[N:15]=[CH:14][CH:13]=2)[CH3:19])=[N:26][C:25]([NH2:29])=[N:24][C:23]=1[NH2:30]. The yield is 0.140. (2) The reactants are O=C1[N:6]([C:7]([O:9][C:10]([CH3:13])([CH3:12])[CH3:11])=[O:8])[CH:5]([CH2:14][C:15]2[CH:20]=[CH:19][C:18]([C:21]([F:24])([F:23])[F:22])=[CH:17][CH:16]=2)[CH:4]([C:25]2[CH:30]=[CH:29][N:28]=[CH:27][CH:26]=2)[O:3]1.[OH-].[Na+].O. The catalyst is CO. The product is [OH:3][CH:4]([C:25]1[CH:26]=[CH:27][N:28]=[CH:29][CH:30]=1)[CH:5]([NH:6][C:7](=[O:8])[O:9][C:10]([CH3:12])([CH3:13])[CH3:11])[CH2:14][C:15]1[CH:20]=[CH:19][C:18]([C:21]([F:24])([F:23])[F:22])=[CH:17][CH:16]=1. The yield is 0.830. (3) The reactants are [C:1]([CH2:3][N:4]1[C:13]2[C:8](=[N:9][CH:10]=[C:11]([CH2:14][C:15]3[CH:20]=[CH:19][C:18]([F:21])=[CH:17][CH:16]=3)[CH:12]=2)[C:7]([OH:22])=[C:6]([C:23](OCC)=[O:24])[C:5]1=[O:28])#[N:2].[CH3:29][O:30][CH2:31][CH2:32][NH2:33]. No catalyst specified. The product is [C:1]([CH2:3][N:4]1[C:13]2[C:8](=[N:9][CH:10]=[C:11]([CH2:14][C:15]3[CH:16]=[CH:17][C:18]([F:21])=[CH:19][CH:20]=3)[CH:12]=2)[C:7]([OH:22])=[C:6]([C:23]([NH:33][CH2:32][CH2:31][O:30][CH3:29])=[O:24])[C:5]1=[O:28])#[N:2]. The yield is 0.400. (4) The reactants are [CH2:1]([O:4][C@@H:5]1[C@@H:9]([CH2:10][O:11][Si](C(C)(C)C)(C)C)[O:8][C@@H:7]([N:19]2[CH:26]=[C:25]([I:27])[C:23](=[O:24])[NH:22][C:20]2=[O:21])[CH2:6]1)[CH:2]=[CH2:3].CCCC[N+](CCCC)(CCCC)CCCC.[F-]. The catalyst is C1COCC1. The product is [CH2:1]([O:4][C@@H:5]1[C@@H:9]([CH2:10][OH:11])[O:8][C@@H:7]([N:19]2[CH:26]=[C:25]([I:27])[C:23](=[O:24])[NH:22][C:20]2=[O:21])[CH2:6]1)[CH:2]=[CH2:3]. The yield is 0.750.